This data is from Full USPTO retrosynthesis dataset with 1.9M reactions from patents (1976-2016). The task is: Predict the reactants needed to synthesize the given product. (1) Given the product [CH3:3][O:2][C:1]1[C:20]2[CH:19]=[CH:18][CH:17]=[CH:16][C:15]=2[N:14]([C:23]([Cl:26])=[O:22])[C:21]2[CH:19]=[CH:20][CH:15]=[CH:16][C:17]=2[CH:18]=1, predict the reactants needed to synthesize it. The reactants are: [C:1](=O)(OC(Cl)(Cl)Cl)[O:2][C:3](Cl)(Cl)Cl.C[N:14]([CH3:21])[C:15]1[CH:20]=[CH:19][CH:18]=[CH:17][CH:16]=1.[OH2:22].[CH:23]([Cl:26])(Cl)Cl. (2) Given the product [CH3:10][N:9]([CH2:8][C:5]1[CH:4]=[CH:3][C:2]([C:23]2([OH:26])[CH2:24][CH2:25][C:20]3([O:27][CH2:17][CH2:18][O:19]3)[CH2:21][CH2:22]2)=[N:7][CH:6]=1)[CH3:11], predict the reactants needed to synthesize it. The reactants are: Br[C:2]1[N:7]=[CH:6][C:5]([CH2:8][N:9]([CH3:11])[CH3:10])=[CH:4][CH:3]=1.C([Li])CCC.[CH2:17]1[O:27][C:20]2([CH2:25][CH2:24][C:23](=[O:26])[CH2:22][CH2:21]2)[O:19][CH2:18]1. (3) The reactants are: [Br:1][C:2]1[CH:3]=[N:4][C:5](Cl)=[N:6][CH:7]=1.C(=O)([O-])[O-].[Cs+].[Cs+].[C:15]([NH:22][CH:23]1[CH2:28][CH2:27][NH:26][CH2:25][CH2:24]1)([O:17][C:18]([CH3:21])([CH3:20])[CH3:19])=[O:16]. Given the product [Br:1][C:2]1[CH:3]=[N:4][C:5]([N:26]2[CH2:25][CH2:24][CH:23]([NH:22][C:15](=[O:16])[O:17][C:18]([CH3:20])([CH3:19])[CH3:21])[CH2:28][CH2:27]2)=[N:6][CH:7]=1, predict the reactants needed to synthesize it. (4) Given the product [CH3:9][O:8][C:6](=[O:7])[C:5]1[CH:10]=[CH:11][C:2]([C:37]2[O:41][C:40]([CH2:42][N:43]3[CH2:44][CH2:45][O:46][CH2:47][CH2:48]3)=[CH:39][CH:38]=2)=[C:3]([CH3:12])[CH:4]=1, predict the reactants needed to synthesize it. The reactants are: Br[C:2]1[CH:11]=[CH:10][C:5]([C:6]([O:8][CH3:9])=[O:7])=[CH:4][C:3]=1[CH3:12].B1(B2OC(C)(C)C(C)(C)O2)OC(C)(C)C(C)(C)O1.C([O-])(=O)C.[K+].Br[C:37]1[O:41][C:40]([CH2:42][N:43]2[CH2:48][CH2:47][O:46][CH2:45][CH2:44]2)=[CH:39][CH:38]=1.C(=O)([O-])[O-].[Cs+].[Cs+]. (5) Given the product [N+:9]([C:12]1[CH:13]=[CH:14][C:15]([S:18]([O:8][N:3]2[CH:4]=[CH:5][CH:6]=[CH:7][C:2]2=[O:1])(=[O:20])=[O:19])=[CH:16][CH:17]=1)([O-:11])=[O:10], predict the reactants needed to synthesize it. The reactants are: [OH:1][C:2]1[CH:7]=[CH:6][CH:5]=[CH:4][N+:3]=1[O-:8].[N+:9]([C:12]1[CH:17]=[CH:16][C:15]([S:18](Cl)(=[O:20])=[O:19])=[CH:14][CH:13]=1)([O-:11])=[O:10].